From a dataset of Catalyst prediction with 721,799 reactions and 888 catalyst types from USPTO. Predict which catalyst facilitates the given reaction. (1) Reactant: Cl[C:2]1[N:3]=[CH:4][C:5]2[N:11]([CH3:12])[C:10](=[O:13])[CH2:9][CH2:8][N:7]([CH:14]3[CH2:18][CH2:17][CH:16]([CH3:19])[CH2:15]3)[C:6]=2[N:20]=1.[NH2:21][C:22]1[CH:30]=[CH:29][C:25]([C:26]([OH:28])=[O:27])=[CH:24][C:23]=1[O:31][CH3:32].C(O)C. Product: [CH3:32][O:31][C:23]1[CH:24]=[C:25]([CH:29]=[CH:30][C:22]=1[NH:21][C:2]1[N:3]=[CH:4][C:5]2[N:11]([CH3:12])[C:10](=[O:13])[CH2:9][CH2:8][N:7]([CH:14]3[CH2:18][CH2:17][CH:16]([CH3:19])[CH2:15]3)[C:6]=2[N:20]=1)[C:26]([OH:28])=[O:27]. The catalyst class is: 126. (2) Reactant: [CH3:1][N:2]([C:10]1[CH:15]=[CH:14][C:13]([CH2:16][CH:17]2[CH2:21][CH2:20][N:19]([C@@H:22]([C:24]3[CH:29]=[CH:28][CH:27]=[CH:26][CH:25]=3)[CH3:23])[C:18]2=[O:30])=[CH:12][CH:11]=1)C(=O)OC(C)(C)C.C(OCC)(=O)C.Cl.C(=O)([O-])O.[Na+]. Product: [CH3:1][NH:2][C:10]1[CH:11]=[CH:12][C:13]([CH2:16][CH:17]2[CH2:21][CH2:20][N:19]([C@@H:22]([C:24]3[CH:25]=[CH:26][CH:27]=[CH:28][CH:29]=3)[CH3:23])[C:18]2=[O:30])=[CH:14][CH:15]=1. The catalyst class is: 13. (3) Reactant: [CH:1]1([CH2:7][NH:8][C:9]([C:11]2[C:16]([NH:17][C:18]([C:20]3[C:29]4[C:24](=[CH:25][CH:26]=[CH:27][CH:28]=4)[C:23]([CH2:30][N:31]4[CH:35]=[CH:34][N:33]=[N:32]4)=[CH:22][CH:21]=3)=[O:19])=[CH:15][CH:14]=[C:13]([O:36]C)[N:12]=2)=[O:10])[CH2:6][CH2:5][CH2:4][CH2:3][CH2:2]1.Cl.N1C=CC=CC=1. Product: [CH:1]1([CH2:7][NH:8][C:9]([C:11]2[C:16]([NH:17][C:18]([C:20]3[C:29]4[C:24](=[CH:25][CH:26]=[CH:27][CH:28]=4)[C:23]([CH2:30][N:31]4[CH:35]=[CH:34][N:33]=[N:32]4)=[CH:22][CH:21]=3)=[O:19])=[CH:15][CH:14]=[C:13]([OH:36])[N:12]=2)=[O:10])[CH2:6][CH2:5][CH2:4][CH2:3][CH2:2]1. The catalyst class is: 6. (4) Reactant: C(=O)([O-])[O-].[K+].[K+].[C:7]([O:11][C:12](=[O:24])[NH:13][C:14]([C:16]1[C:21]([OH:22])=[CH:20][C:19]([OH:23])=[CH:18][N:17]=1)=[NH:15])([CH3:10])([CH3:9])[CH3:8].[O:25]=[C:26]1[C:34]2[C:29](=[CH:30][CH:31]=[CH:32][CH:33]=2)[C:28](=[O:35])[N:27]1[O:36][CH2:37][CH2:38]OS(C)(=O)=O.Cl. Product: [C:7]([O:11][C:12](=[O:24])[NH:13][C:14]([C:16]1[C:21]([OH:22])=[CH:20][C:19]([O:23][CH2:38][CH2:37][O:36][N:27]2[C:26](=[O:25])[C:34]3[C:29](=[CH:30][CH:31]=[CH:32][CH:33]=3)[C:28]2=[O:35])=[CH:18][N:17]=1)=[NH:15])([CH3:10])([CH3:8])[CH3:9]. The catalyst class is: 35. (5) Product: [C:1]([C:3]1[CH:4]=[C:5]([NH:9][CH2:10][C:11]([O:13][C:14]([CH3:17])([CH3:16])[CH3:15])=[O:12])[CH:6]=[CH:7][CH:8]=1)#[N:2]. Reactant: [C:1]([C:3]1[CH:4]=[C:5]([N:9](S(C2C=CC=CC=2[N+]([O-])=O)(=O)=O)[CH2:10][C:11]([O:13][C:14]([CH3:17])([CH3:16])[CH3:15])=[O:12])[CH:6]=[CH:7][CH:8]=1)#[N:2].C(S)CCCCCCCCCCC.C(=O)([O-])[O-].[Cs+].[Cs+]. The catalyst class is: 3. (6) Reactant: Cl[C:2]1[N:3]=[N:4][C:5]([N:8]2[CH2:13][CH2:12][CH:11]([O:14][C:15]3[CH:20]=[CH:19][CH:18]=[CH:17][C:16]=3[C:21]([F:24])([F:23])[F:22])[CH2:10][CH2:9]2)=[CH:6][CH:7]=1.[CH3:25][O-:26].[Na+]. Product: [CH3:25][O:26][C:2]1[N:3]=[N:4][C:5]([N:8]2[CH2:13][CH2:12][CH:11]([O:14][C:15]3[CH:20]=[CH:19][CH:18]=[CH:17][C:16]=3[C:21]([F:24])([F:23])[F:22])[CH2:10][CH2:9]2)=[CH:6][CH:7]=1. The catalyst class is: 5.